Task: Predict the product of the given reaction.. Dataset: Forward reaction prediction with 1.9M reactions from USPTO patents (1976-2016) (1) Given the reactants [F:1][C:2]1[CH:7]=[CH:6][CH:5]=[CH:4][C:3]=1[S:8]([Cl:11])(=[O:10])=[O:9].C(Cl)Cl.[NH2:15][C:16]1[CH:17]=[C:18]([C@@H:22]([O:53][Si](CC)(CC)CC)[CH2:23][N:24](C(OC(C)(C)C)=O)[CH2:25][CH2:26][O:27][C:28]2[CH:36]=[C:35]3[C:31]([C:32]([O:44][CH3:45])=[N:33][N:34]3C(OC(C)(C)C)=O)=[CH:30][CH:29]=2)[CH:19]=[CH:20][CH:21]=1.C(O)C(N)(CO)CO.Cl.O1CCOCC1, predict the reaction product. The product is: [F:1][C:2]1[CH:7]=[CH:6][CH:5]=[CH:4][C:3]=1[S:8]([NH:15][C:16]1[CH:21]=[CH:20][CH:19]=[C:18]([C@@H:22]([OH:53])[CH2:23][NH:24][CH2:25][CH2:26][O:27][C:28]2[CH:36]=[C:35]3[C:31]([C:32]([O:44][CH3:45])=[N:33][NH:34]3)=[CH:30][CH:29]=2)[CH:17]=1)(=[O:10])=[O:9].[ClH:11]. (2) The product is: [CH:1]1([O:6][C:7]2[CH:8]=[C:9]3[C:15]([C:53]([C:46]4[CH:45]=[C:44]5[C:50]([CH:49]=[CH:48][NH:39]5)=[CH:51][CH:47]=4)=[O:52])=[CH:14][NH:13][C:10]3=[N:11][CH:12]=2)[CH2:2][CH2:3][CH2:4][CH2:5]1. Given the reactants [CH:1]1([O:6][C:7]2[CH:8]=[C:9]3[C:15](CC(C4C=C5C(C=CN5S(CCC)(=O)=O)=CC=4)=O)=[CH:14][NH:13][C:10]3=[N:11][CH:12]=2)[CH2:5][CH2:4][CH2:3][CH2:2]1.[F-].C([N+:39]([CH2:48][CH2:49][CH2:50][CH3:51])([CH2:44][CH2:45][CH2:46][CH3:47])CCCC)CCC.[O:52]1CCC[CH2:53]1, predict the reaction product. (3) Given the reactants C([O:3][C:4]([C:6]1[CH:14]=[C:13]([O:15][CH2:16][CH2:17][C:18]2[CH:23]=[CH:22][C:21]([Cl:24])=[CH:20][C:19]=2[Cl:25])[C:9]2[O:10][CH2:11][O:12][C:8]=2[CH:7]=1)=[O:5])C.O.[OH-].[Na+].Cl, predict the reaction product. The product is: [Cl:25][C:19]1[CH:20]=[C:21]([Cl:24])[CH:22]=[CH:23][C:18]=1[CH2:17][CH2:16][O:15][C:13]1[C:9]2[O:10][CH2:11][O:12][C:8]=2[CH:7]=[C:6]([C:4]([OH:5])=[O:3])[CH:14]=1. (4) Given the reactants [Cl:1][C:2]1[CH:7]=[CH:6][C:5]([N:8]2[CH2:13][CH2:12][O:11][CH2:10][CH2:9]2)=[CH:4][C:3]=1[N:14]1[CH2:19][CH2:18][N:17]([C:20]([C:22]2[CH:27]=[CH:26][CH:25]=[C:24](Cl)[C:23]=2[Cl:29])=[O:21])[CH2:16][C:15]1=[O:30].ClC1C([C:41]([F:44])([F:43])[F:42])=CC=CC=1C(Cl)=O, predict the reaction product. The product is: [Cl:1][C:2]1[CH:7]=[CH:6][C:5]([N:8]2[CH2:13][CH2:12][O:11][CH2:10][CH2:9]2)=[CH:4][C:3]=1[N:14]1[CH2:19][CH2:18][N:17]([C:20]([C:22]2[CH:27]=[CH:26][CH:25]=[C:24]([C:41]([F:44])([F:43])[F:42])[C:23]=2[Cl:29])=[O:21])[CH2:16][C:15]1=[O:30]. (5) The product is: [NH2:19][C:10]1[C:9]2[N:8]=[CH:7][N:6]([CH2:5][CH2:4][CH2:3][CH2:2][NH:1][C:30]([C:20]3[C:29]4[C:24](=[CH:25][CH:26]=[CH:27][CH:28]=4)[CH:23]=[CH:22][CH:21]=3)=[O:31])[C:18]=2[C:17]2[CH:16]=[CH:15][CH:14]=[CH:13][C:12]=2[N:11]=1. Given the reactants [NH2:1][CH2:2][CH2:3][CH2:4][CH2:5][N:6]1[C:18]2[C:17]3[CH:16]=[CH:15][CH:14]=[CH:13][C:12]=3[N:11]=[C:10]([NH2:19])[C:9]=2[N:8]=[CH:7]1.[C:20]1([C:30](Cl)=[O:31])[C:29]2[C:24](=[CH:25][CH:26]=[CH:27][CH:28]=2)[CH:23]=[CH:22][CH:21]=1, predict the reaction product.